From a dataset of Reaction yield outcomes from USPTO patents with 853,638 reactions. Predict the reaction yield, written as a fraction of the theoretical maximum amount of product (1.0 means a 100% yield; for example, 0.34 means a 34% yield). The reactants are O1CCOCC1.[CH2:7]([C:9]1[CH:10]=[CH:11][C:12]([CH:15]=[CH2:16])=[N:13][CH:14]=1)[CH3:8].[Br:17]N1C(=O)CCC1=O.[OH2:25]. No catalyst specified. The product is [Br:17][CH2:16][CH:15]([C:12]1[CH:11]=[CH:10][C:9]([CH2:7][CH3:8])=[CH:14][N:13]=1)[OH:25]. The yield is 0.850.